Dataset: Full USPTO retrosynthesis dataset with 1.9M reactions from patents (1976-2016). Task: Predict the reactants needed to synthesize the given product. (1) Given the product [Cl:9][C:3]1[CH:2]=[CH:7][CH:6]=[C:5]2[C:4]=1[CH:24]1[CH2:23][CH:22]2[CH:21]=[CH:20]1, predict the reactants needed to synthesize it. The reactants are: Br[C:2]1[CH:7]=[CH:6][CH:5]=[C:4](Cl)[C:3]=1[Cl:9].C1COCC1.C([Mg]Cl)(C)C.[CH:20]1[CH2:24][CH:23]=[CH:22][CH:21]=1. (2) Given the product [O:20]([CH2:19][CH2:18][C:2]1[C:10]2[C:9]([Cl:11])=[N:8][CH:7]=[N:6][C:5]=2[NH:4][CH:3]=1)[Si:21]([C:24]([CH3:27])([CH3:26])[CH3:25])([CH3:23])[CH3:22], predict the reactants needed to synthesize it. The reactants are: Br[C:2]1[C:10]2[C:5]([NH:6][CH:7]=[N:8][C:9]=2[Cl:11])=[N:4][CH:3]=1.[Li]CCCC.Br[CH2:18][CH2:19][O:20][Si:21]([C:24]([CH3:27])([CH3:26])[CH3:25])([CH3:23])[CH3:22].[NH4+].[Cl-]. (3) The reactants are: [CH:1]1([C:7]2[C:8]3[CH:9]=[CH:10][C:11]([C:36]([O:38]C)=[O:37])=[CH:12][C:13]=3[N:14]3[CH2:20][C:19]([C:21]([NH:23][CH2:24][C@@H:25]4[CH2:29][CH2:28][CH2:27][O:26]4)=[O:22])=[CH:18][C:17]4[CH:30]=[C:31]([O:34][CH3:35])[CH:32]=[CH:33][C:16]=4[C:15]=23)[CH2:6][CH2:5][CH2:4][CH2:3][CH2:2]1.CI.[H-].[Na+].[CH3:44]NC(N)=O. Given the product [CH:1]1([C:7]2[C:8]3[CH:9]=[CH:10][C:11]([C:36]([OH:38])=[O:37])=[CH:12][C:13]=3[N:14]3[CH2:20][C:19]([C:21]([N:23]([CH3:44])[CH2:24][C@@H:25]4[CH2:29][CH2:28][CH2:27][O:26]4)=[O:22])=[CH:18][C:17]4[CH:30]=[C:31]([O:34][CH3:35])[CH:32]=[CH:33][C:16]=4[C:15]=23)[CH2:6][CH2:5][CH2:4][CH2:3][CH2:2]1, predict the reactants needed to synthesize it. (4) Given the product [CH3:42][S:39]([S:38][CH2:37][CH2:36][O:35][C:10](=[O:44])[CH2:15][C:21]1[CH:16]=[CH:17][CH:18]=[C:19]([NH:26][C:27]2[C:32]([Cl:33])=[CH:31][CH:30]=[CH:29][C:28]=2[Cl:34])[CH:20]=1)(=[O:41])=[O:40], predict the reactants needed to synthesize it. The reactants are: C1CCC(N=C=N[CH:10]2[CH2:15]CCCC2)CC1.[CH:16]1[CH:17]=[CH:18][C:19]([NH:26][C:27]2[C:28]([Cl:34])=[CH:29][CH:30]=[CH:31][C:32]=2[Cl:33])=[C:20](CC(O)=O)[CH:21]=1.[OH:35][CH2:36][CH2:37][S:38][S:39]([CH3:42])(=[O:41])=[O:40].C(NC1CCCCC1)(NC1CCCCC1)=[O:44]. (5) Given the product [I:2][C:3]1[CH:11]=[CH:10][CH:9]=[C:5]([C:6]([NH:23][C:22]2[CH:24]=[CH:25][C:26]([CH:28]([C:29]([F:30])([F:31])[F:32])[C:33]([F:34])([F:35])[F:36])=[CH:27][C:21]=2[CH3:20])=[O:8])[C:4]=1[C:12]([NH:14][C@@H:15]([CH3:19])[CH2:16][S:17][CH3:18])=[O:13], predict the reactants needed to synthesize it. The reactants are: [Li].[I:2][C:3]1[C:4]([C:12]([NH:14][C@@H:15]([CH3:19])[CH2:16][S:17][CH3:18])=[O:13])=[C:5]([CH:9]=[CH:10][CH:11]=1)[C:6]([O-:8])=O.[CH3:20][C:21]1[CH:27]=[C:26]([CH:28]([C:33]([F:36])([F:35])[F:34])[C:29]([F:32])([F:31])[F:30])[CH:25]=[CH:24][C:22]=1[NH2:23]. (6) The reactants are: [Si:1]([O:8][CH:9]([C:11]1[O:15][N:14]=[C:13]([CH2:16][OH:17])[CH:12]=1)[CH3:10])([C:4]([CH3:7])([CH3:6])[CH3:5])([CH3:3])[CH3:2].N12CCN(CC1)CC2.[C:26]1([CH3:36])[CH:31]=[CH:30][C:29]([S:32](Cl)(=[O:34])=[O:33])=[CH:28][CH:27]=1.O. Given the product [CH3:36][C:26]1[CH:31]=[CH:30][C:29]([S:32]([O:17][CH2:16][C:13]2[CH:12]=[C:11]([CH:9]([O:8][Si:1]([C:4]([CH3:5])([CH3:6])[CH3:7])([CH3:2])[CH3:3])[CH3:10])[O:15][N:14]=2)(=[O:34])=[O:33])=[CH:28][CH:27]=1, predict the reactants needed to synthesize it. (7) The reactants are: [CH:1]1[C:10]2[C:5](=[CH:6][CH:7]=[C:8]([OH:11])[CH:9]=2)[CH:4]=[CH:3][C:2]=1[OH:12].Cl[C:14]1[C:23]2[C:18](=[CH:19][C:20]([O:26][CH3:27])=[C:21]([O:24][CH3:25])[CH:22]=2)[N:17]=[CH:16][CH:15]=1.[OH-].[K+]. Given the product [CH3:25][O:24][C:21]1[CH:22]=[C:23]2[C:18](=[CH:19][C:20]=1[O:26][CH3:27])[N:17]=[CH:16][CH:15]=[C:14]2[O:12][C:2]1[CH:1]=[C:10]2[C:5]([CH:6]=[CH:7][C:8]([OH:11])=[CH:9]2)=[CH:4][CH:3]=1, predict the reactants needed to synthesize it.